From a dataset of Full USPTO retrosynthesis dataset with 1.9M reactions from patents (1976-2016). Predict the reactants needed to synthesize the given product. (1) Given the product [Cl:31][C:28]1[CH:27]=[CH:26][C:25]([C:21]2[O:20][C:19]([CH:17]([NH2:14])[CH3:18])=[N:23][C:22]=2[CH3:24])=[CH:30][CH:29]=1, predict the reactants needed to synthesize it. The reactants are: C1(PC2C=CC=CC=2)C=CC=CC=1.[N:14]([CH:17]([C:19]1[O:20][C:21]([C:25]2[CH:30]=[CH:29][C:28]([Cl:31])=[CH:27][CH:26]=2)=[C:22]([CH3:24])[N:23]=1)[CH3:18])=[N+]=[N-]. (2) Given the product [F:23][C:13]1[C:12]([CH3:24])=[C:11]([CH2:10][C:9]2[CH:8]=[CH:7][C:6]([N:1]3[CH:5]=[CH:4][CH:3]=[N:2]3)=[CH:26][CH:25]=2)[CH:20]=[C:15]2[C:14]=1[CH2:21][N:27]([C@@H:28]1[C@@H:33]([OH:34])[CH2:32][CH2:31][O:30][CH2:29]1)[C:16]2=[O:17], predict the reactants needed to synthesize it. The reactants are: [N:1]1([C:6]2[CH:26]=[CH:25][C:9]([CH2:10][C:11]3[C:12]([CH3:24])=[C:13]([F:23])[C:14]([CH:21]=O)=[C:15]([CH:20]=3)[C:16](OC)=[O:17])=[CH:8][CH:7]=2)[CH:5]=[CH:4][CH:3]=[N:2]1.[NH2:27][C@@H:28]1[C@@H:33]([OH:34])[CH2:32][CH2:31][O:30][CH2:29]1.S([O-])([O-])(=O)=O.[Mg+2]. (3) The reactants are: [NH2:1][C:2]1[N:7]=[C:6](Br)[C:5]([C:9]#[N:10])=[C:4]([S:11][CH3:12])[N:3]=1.[I:13][C:14]1[CH:15]=[N:16][NH:17][CH:18]=1.C(=O)([O-])[O-].[Cs+].[Cs+]. Given the product [NH2:1][C:2]1[N:7]=[C:6]([N:16]2[CH:15]=[C:14]([I:13])[CH:18]=[N:17]2)[C:5]([C:9]#[N:10])=[C:4]([S:11][CH3:12])[N:3]=1, predict the reactants needed to synthesize it. (4) Given the product [F:14][C:10]1([F:13])[CH2:9][CH2:8][C:7]2([C:15]3([N:19]=[C:18]([NH2:20])[C:17]([CH3:21])=[N:16]3)[C:22]3[C:5](=[CH:4][CH:3]=[C:2]([NH2:28])[CH:23]=3)[CH2:6]2)[CH2:12][CH2:11]1, predict the reactants needed to synthesize it. The reactants are: Br[C:2]1[CH:23]=[C:22]2[C:5]([CH2:6][C:7]3([C:15]42[N:19]=[C:18]([NH2:20])[C:17]([CH3:21])=[N:16]4)[CH2:12][CH2:11][C:10]([F:14])([F:13])[CH2:9][CH2:8]3)=[CH:4][CH:3]=1.O[C@H]1C[NH:28][C@H](C(O)=O)C1.C([O-])([O-])=O.[K+].[K+].N. (5) Given the product [CH2:33]([C:32]1[C:17]2[C:18](=[N:19][C:20]([C:22]3[CH:27]=[CH:26][C:25]([OH:28])=[C:24]([F:29])[CH:23]=3)=[CH:21][C:16]=2[C:14]([N:11]2[CH2:12][CH2:13][NH:8][CH2:9][CH2:10]2)=[O:15])[NH:30][N:31]=1)[CH3:34], predict the reactants needed to synthesize it. The reactants are: C(OC([N:8]1[CH2:13][CH2:12][N:11]([C:14]([C:16]2[C:17]3[C:32]([CH2:33][CH3:34])=[N:31][NH:30][C:18]=3[N:19]=[C:20]([C:22]3[CH:27]=[CH:26][C:25]([OH:28])=[C:24]([F:29])[CH:23]=3)[CH:21]=2)=[O:15])[CH2:10][CH2:9]1)=O)(C)(C)C.Cl.C(OCC)C. (6) Given the product [CH:1]1([NH:4][C:5](=[O:31])[C:6]2[CH:11]=[CH:10][C:9]([CH3:12])=[C:8]([NH:13][C:14](=[O:30])[C:15]3[CH:20]=[CH:19][C:18]([O:21][CH2:22][C:23]4[CH:28]=[CH:27][CH:26]=[C:25]([NH:36][CH2:35][CH2:34][O:33][CH3:32])[N:24]=4)=[CH:17][CH:16]=3)[CH:7]=2)[CH2:3][CH2:2]1, predict the reactants needed to synthesize it. The reactants are: [CH:1]1([NH:4][C:5](=[O:31])[C:6]2[CH:11]=[CH:10][C:9]([CH3:12])=[C:8]([NH:13][C:14](=[O:30])[C:15]3[CH:20]=[CH:19][C:18]([O:21][CH2:22][C:23]4[CH:28]=[CH:27][CH:26]=[C:25](Br)[N:24]=4)=[CH:17][CH:16]=3)[CH:7]=2)[CH2:3][CH2:2]1.[CH3:32][O:33][CH2:34][CH2:35][NH2:36]. (7) Given the product [C:20]1([CH2:26][N:27]2[CH2:28][CH2:29][CH:30]([C:33]3[CH:34]=[CH:35][C:36]([NH:39][C:7]([C:2]4[C:1]([C:10]5[CH:15]=[CH:14][CH:13]=[CH:12][CH:11]=5)=[CH:6][CH:5]=[CH:4][CH:3]=4)=[O:9])=[CH:37][CH:38]=3)[CH2:31][CH2:32]2)[CH:21]=[CH:22][CH:23]=[CH:24][CH:25]=1, predict the reactants needed to synthesize it. The reactants are: [C:1]1([C:10]2[CH:15]=[CH:14][CH:13]=[CH:12][CH:11]=2)[C:2]([C:7]([OH:9])=O)=[CH:3][CH:4]=[CH:5][CH:6]=1.S(Cl)(Cl)=O.[C:20]1([CH2:26][N:27]2[CH2:32][CH2:31][CH:30]([C:33]3[CH:38]=[CH:37][C:36]([NH2:39])=[CH:35][CH:34]=3)[CH2:29][CH2:28]2)[CH:25]=[CH:24][CH:23]=[CH:22][CH:21]=1.CC(NC(C)C)C. (8) Given the product [Cl:38][C:34]1[C:33]([F:39])=[C:32]([CH:37]=[CH:36][CH:35]=1)[CH2:31][N:9]1[C:5]2=[N:6][C:7]([CH3:8])=[C:2]([F:1])[CH:3]=[C:4]2[C:11]([C:12]2[N:13]=[N:14][C:15]3[C:20]([CH3:21])([CH3:22])[C:19](=[O:23])[NH:18][C:16]=3[N:17]=2)=[N:10]1, predict the reactants needed to synthesize it. The reactants are: [F:1][C:2]1[CH:3]=[C:4]2[C:11]([C:12]3[N:13]=[N:14][C:15]4[C:20]([CH3:22])([CH3:21])[C:19](=[O:23])[NH:18][C:16]=4[N:17]=3)=[N:10][NH:9][C:5]2=[N:6][C:7]=1[CH3:8].C(=O)([O-])[O-].[Cs+].[Cs+].Br[CH2:31][C:32]1[CH:37]=[CH:36][CH:35]=[C:34]([Cl:38])[C:33]=1[F:39]. (9) Given the product [C:21]([C:2]1[N:6]([CH:7]2[C:16]3[C:11](=[CH:12][CH:13]=[CH:14][CH:15]=3)[C:10](=[O:17])[O:9][C:8]2([CH3:19])[CH3:18])[CH:5]=[N:4][CH:3]=1)([CH3:22])=[CH2:20], predict the reactants needed to synthesize it. The reactants are: I[C:2]1[N:6]([CH:7]2[C:16]3[C:11](=[CH:12][CH:13]=[CH:14][CH:15]=3)[C:10](=[O:17])[O:9][C:8]2([CH3:19])[CH3:18])[CH:5]=[N:4][CH:3]=1.[CH2:20]([Sn](CCCC)(CCCC)C(C)=C)[CH2:21][CH2:22]C.